From a dataset of NCI-60 drug combinations with 297,098 pairs across 59 cell lines. Regression. Given two drug SMILES strings and cell line genomic features, predict the synergy score measuring deviation from expected non-interaction effect. (1) Drug 1: C1CCC(C1)C(CC#N)N2C=C(C=N2)C3=C4C=CNC4=NC=N3. Drug 2: COC1=CC(=CC(=C1O)OC)C2C3C(COC3=O)C(C4=CC5=C(C=C24)OCO5)OC6C(C(C7C(O6)COC(O7)C8=CC=CS8)O)O. Cell line: MALME-3M. Synergy scores: CSS=18.8, Synergy_ZIP=-4.69, Synergy_Bliss=-1.87, Synergy_Loewe=-27.8, Synergy_HSA=-2.92. (2) Drug 1: CN(CC1=CN=C2C(=N1)C(=NC(=N2)N)N)C3=CC=C(C=C3)C(=O)NC(CCC(=O)O)C(=O)O. Cell line: M14. Drug 2: C1C(C(OC1N2C=NC(=NC2=O)N)CO)O. Synergy scores: CSS=17.2, Synergy_ZIP=-2.90, Synergy_Bliss=-7.21, Synergy_Loewe=-23.2, Synergy_HSA=-6.41. (3) Drug 1: CC12CCC(CC1=CCC3C2CCC4(C3CC=C4C5=CN=CC=C5)C)O. Drug 2: CC(CN1CC(=O)NC(=O)C1)N2CC(=O)NC(=O)C2. Cell line: M14. Synergy scores: CSS=8.51, Synergy_ZIP=-3.14, Synergy_Bliss=0.589, Synergy_Loewe=-1.04, Synergy_HSA=-0.523. (4) Drug 1: CC=C1C(=O)NC(C(=O)OC2CC(=O)NC(C(=O)NC(CSSCCC=C2)C(=O)N1)C(C)C)C(C)C. Drug 2: C1CN(CCN1C(=O)CCBr)C(=O)CCBr. Cell line: LOX IMVI. Synergy scores: CSS=81.5, Synergy_ZIP=10.2, Synergy_Bliss=10.5, Synergy_Loewe=-4.21, Synergy_HSA=10.7. (5) Drug 1: CS(=O)(=O)C1=CC(=C(C=C1)C(=O)NC2=CC(=C(C=C2)Cl)C3=CC=CC=N3)Cl. Drug 2: CC1C(C(CC(O1)OC2CC(CC3=C2C(=C4C(=C3O)C(=O)C5=CC=CC=C5C4=O)O)(C(=O)C)O)N)O. Cell line: SF-268. Synergy scores: CSS=35.0, Synergy_ZIP=-2.87, Synergy_Bliss=-3.75, Synergy_Loewe=-7.91, Synergy_HSA=-1.89.